The task is: Predict the reactants needed to synthesize the given product.. This data is from Full USPTO retrosynthesis dataset with 1.9M reactions from patents (1976-2016). (1) Given the product [CH3:53][O:54][C:55]1[CH:31]=[C:26]([CH2:25][C:24]([N:21]2[CH2:22][CH2:23][C:19]([C:16]3[CH:15]=[CH:14][C:13]([NH:12][C:11]([NH2:45])=[O:37])=[CH:18][CH:17]=3)=[N:20]2)=[O:36])[CH:27]=[CH:52][C:51]=1[O:41][CH3:38], predict the reactants needed to synthesize it. The reactants are: [N+](C1C=CC(O[C:11](=[O:37])[NH:12][C:13]2[CH:18]=[CH:17][C:16]([C:19]3[CH2:23][CH2:22][N:21]([C:24](=[O:36])[CH2:25][C:26]4[CH:31]=CC(OC)=C(OC)[CH:27]=4)[N:20]=3)=[CH:15][CH:14]=2)=CC=1)([O-])=O.[C:38]([O-:41])(=O)C.[NH4+].C([N:45](CC)CC)C.O.[CH2:51]1[CH2:55][O:54][CH2:53][CH2:52]1. (2) Given the product [F:7][C:5]([F:6])([C:8]1[CH:13]=[CH:12][C:11]([CH3:14])=[CH:10][N:9]=1)[CH2:4][NH2:1], predict the reactants needed to synthesize it. The reactants are: [N:1]([CH2:4][C:5]([C:8]1[CH:13]=[CH:12][C:11]([CH3:14])=[CH:10][N:9]=1)([F:7])[F:6])=[N+]=[N-].